This data is from Full USPTO retrosynthesis dataset with 1.9M reactions from patents (1976-2016). The task is: Predict the reactants needed to synthesize the given product. (1) Given the product [NH2:23][C:8]1[N:7]=[C:6]([O:5][CH2:1][CH2:2][CH2:3][CH3:4])[N:14]=[C:13]2[C:9]=1[NH:10][C:11](=[O:21])[N:12]2[CH2:15][CH:16]1[CH2:20][CH2:19][O:18][CH2:17]1, predict the reactants needed to synthesize it. The reactants are: [CH2:1]([O:5][C:6]1[N:14]=[C:13]2[C:9]([N:10]=[C:11]([O:21]C)[N:12]2[CH2:15][CH:16]2[CH2:20][CH2:19][O:18][CH2:17]2)=[C:8]([NH2:23])[N:7]=1)[CH2:2][CH2:3][CH3:4].Cl. (2) Given the product [C:29]([C:33]1[N:34]([C:2]2[N:10]=[C:9]3[C:5]([N:6]=[C:7]([CH2:12][N:13]4[CH2:18][CH2:17][CH:16]([C:19]([OH:22])([CH3:20])[CH3:21])[CH2:15][CH2:14]4)[N:8]3[CH3:11])=[C:4]([N:23]3[CH2:28][CH2:27][O:26][CH2:25][CH2:24]3)[N:3]=2)[C:35]2[CH:41]=[CH:40][CH:39]=[CH:38][C:36]=2[N:37]=1)([CH3:32])([CH3:30])[CH3:31], predict the reactants needed to synthesize it. The reactants are: Cl[C:2]1[N:10]=[C:9]2[C:5]([N:6]=[C:7]([CH2:12][N:13]3[CH2:18][CH2:17][CH:16]([C:19]([OH:22])([CH3:21])[CH3:20])[CH2:15][CH2:14]3)[N:8]2[CH3:11])=[C:4]([N:23]2[CH2:28][CH2:27][O:26][CH2:25][CH2:24]2)[N:3]=1.[C:29]([C:33]1[NH:34][C:35]2[CH:41]=[CH:40][CH:39]=[CH:38][C:36]=2[N:37]=1)([CH3:32])([CH3:31])[CH3:30]. (3) Given the product [ClH:20].[NH2:12][CH:7]1[CH2:6][C:5]2[C:9](=[CH:10][CH:11]=[C:3]([C:1]#[N:2])[CH:4]=2)[CH2:8]1, predict the reactants needed to synthesize it. The reactants are: [C:1]([C:3]1[CH:4]=[C:5]2[C:9](=[CH:10][CH:11]=1)[CH2:8][CH:7]([NH:12]C(=O)OC(C)(C)C)[CH2:6]2)#[N:2].[ClH:20]. (4) Given the product [CH3:8][C:7]([CH3:29])([CH:9]([OH:28])[CH:10]([N:23]1[CH:27]=[N:26][CH:25]=[N:24]1)[CH2:11][CH2:12][CH2:13][C:14]([CH3:15])([C:16]1[CH:17]=[CH:18][CH:19]=[CH:20][CH:21]=1)[CH3:22])[CH3:6], predict the reactants needed to synthesize it. The reactants are: [Mg].BrCCBr.[CH3:6][C:7]([CH3:29])([C:9](=[O:28])[CH:10]([N:23]1[CH:27]=[N:26][CH:25]=[N:24]1)[CH2:11][CH2:12][CH2:13][C:14]([CH3:22])([C:16]1[CH:21]=[CH:20][CH:19]=[CH:18][CH:17]=1)[CH3:15])[CH3:8].[Cl-].[NH4+]. (5) Given the product [C:1]([NH:4][CH2:5][CH2:6][S:7]([N:10]1[CH2:15][CH2:14][N:13]([S:16]([C:19]2[S:20][C:21]([C:24]3[CH:29]=[CH:28][C:27]([F:30])=[CH:26][CH:25]=3)=[CH:22][CH:23]=2)(=[O:17])=[O:18])[C@@H:12]([C:31]([NH:33][OH:34])=[O:32])[CH2:11]1)(=[O:9])=[O:8])(=[O:3])[CH3:2], predict the reactants needed to synthesize it. The reactants are: [C:1]([NH:4][CH2:5][CH2:6][S:7]([N:10]1[CH2:15][CH2:14][N:13]([S:16]([C:19]2[S:20][C:21]([C:24]3[CH:29]=[CH:28][C:27]([F:30])=[CH:26][CH:25]=3)=[CH:22][CH:23]=2)(=[O:18])=[O:17])[C@@H:12]([C:31]([NH:33][O:34]C(C)(C)C)=[O:32])[CH2:11]1)(=[O:9])=[O:8])(=[O:3])[CH3:2]. (6) Given the product [CH:16]1[C:17]2[CH:5]([CH2:4][O:3][C:1]([CH2:36][C:34]([N:45]3[CH2:46][C:47]([F:50])([F:49])[CH2:48][C@@H:44]3[C:42]([O:41][CH3:40])=[O:43])=[O:33])=[O:2])[C:6]3[C:11](=[CH:10][CH:9]=[CH:8][CH:7]=3)[C:12]=2[CH:13]=[CH:14][CH:15]=1, predict the reactants needed to synthesize it. The reactants are: [C:1](NCC(O)=O)([O:3][CH2:4][CH:5]1[C:17]2[C:12](=[CH:13][CH:14]=[CH:15][CH:16]=2)[C:11]2[C:6]1=[CH:7][CH:8]=[CH:9][CH:10]=2)=[O:2].N1(O)C2C=CC=CC=2N=N1.[OH:33][C:34]([C:36](F)(F)F)=O.[CH3:40][O:41][C:42]([C@@H:44]1[CH2:48][C:47]([F:50])([F:49])[CH2:46][NH:45]1)=[O:43].F[P-](F)(F)(F)(F)F.N1(O[P+](N(C)C)(N(C)C)N(C)C)C2C=CC=CC=2N=N1. (7) Given the product [Cl:31][C:28]1[CH:29]=[CH:30][C:25]([CH2:24][N:9]([C:3]2[C:2]([Cl:1])=[CH:7][C:6]([Cl:8])=[CH:5][N:4]=2)[S:10]([C:13]2[CH:14]=[CH:15][C:16]([C:17]([O:19][CH3:20])=[O:18])=[CH:21][CH:22]=2)(=[O:12])=[O:11])=[C:26]([C:32]([F:33])([F:34])[F:35])[CH:27]=1, predict the reactants needed to synthesize it. The reactants are: [Cl:1][C:2]1[C:3]([NH:9][S:10]([C:13]2[CH:22]=[CH:21][C:16]([C:17]([O:19][CH3:20])=[O:18])=[CH:15][CH:14]=2)(=[O:12])=[O:11])=[N:4][CH:5]=[C:6]([Cl:8])[CH:7]=1.Br[CH2:24][C:25]1[CH:30]=[CH:29][C:28]([Cl:31])=[CH:27][C:26]=1[C:32]([F:35])([F:34])[F:33]. (8) Given the product [CH2:1]([C:3]1[S:7][C:6]([C:8](=[O:10])[CH3:18])=[CH:5][C:4]=1[C:11]1[CH:16]=[CH:15][CH:14]=[CH:13][CH:12]=1)[CH3:2], predict the reactants needed to synthesize it. The reactants are: [CH2:1]([C:3]1[S:7][C:6]([C:8]([OH:10])=O)=[CH:5][C:4]=1[C:11]1[CH:16]=[CH:15][CH:14]=[CH:13][CH:12]=1)[CH3:2].[Li][CH3:18]. (9) Given the product [CH3:1][C:2]1([CH2:13][N:14]2[C:18]3[CH:19]=[CH:20][CH:21]=[CH:22][C:17]=3[N:16]([CH:23]3[CH2:28][CH2:27][N:26]([C:38]([O:40][CH2:41][C:42]4[CH:47]=[CH:46][CH:45]=[CH:44][CH:43]=4)=[O:39])[CH2:25][CH2:24]3)[C:15]2=[O:29])[O:6][C:5]2=[N:7][C:8]([N+:10]([O-:12])=[O:11])=[CH:9][N:4]2[CH2:3]1, predict the reactants needed to synthesize it. The reactants are: [CH3:1][C:2]1([CH2:13][N:14]2[C:18]3[CH:19]=[CH:20][CH:21]=[CH:22][C:17]=3[N:16]([CH:23]3[CH2:28][CH2:27][NH:26][CH2:25][CH2:24]3)[C:15]2=[O:29])[O:6][C:5]2=[N:7][C:8]([N+:10]([O-:12])=[O:11])=[CH:9][N:4]2[CH2:3]1.C(N(CC)CC)C.Cl[C:38]([O:40][CH2:41][C:42]1[CH:47]=[CH:46][CH:45]=[CH:44][CH:43]=1)=[O:39]. (10) Given the product [N+:8]([C:11]1[CH:12]=[CH:13][C:14]([C:15]([O:7][CH2:6][CH2:5][CH2:4][CH2:3][CH2:2][Br:1])=[O:16])=[CH:18][CH:19]=1)([O-:10])=[O:9], predict the reactants needed to synthesize it. The reactants are: [Br:1][CH2:2][CH2:3][CH2:4][CH2:5][CH2:6][OH:7].[N+:8]([C:11]1[CH:19]=[CH:18][C:14]([C:15](Cl)=[O:16])=[CH:13][CH:12]=1)([O-:10])=[O:9].N1C=CC=CC=1.